This data is from NCI-60 drug combinations with 297,098 pairs across 59 cell lines. The task is: Regression. Given two drug SMILES strings and cell line genomic features, predict the synergy score measuring deviation from expected non-interaction effect. (1) Drug 1: CC12CCC(CC1=CCC3C2CCC4(C3CC=C4C5=CN=CC=C5)C)O. Drug 2: CC1=C(N=C(N=C1N)C(CC(=O)N)NCC(C(=O)N)N)C(=O)NC(C(C2=CN=CN2)OC3C(C(C(C(O3)CO)O)O)OC4C(C(C(C(O4)CO)O)OC(=O)N)O)C(=O)NC(C)C(C(C)C(=O)NC(C(C)O)C(=O)NCCC5=NC(=CS5)C6=NC(=CS6)C(=O)NCCC[S+](C)C)O. Cell line: SK-MEL-2. Synergy scores: CSS=5.49, Synergy_ZIP=-2.61, Synergy_Bliss=-0.790, Synergy_Loewe=-10.2, Synergy_HSA=-3.26. (2) Drug 1: CC1CCC2CC(C(=CC=CC=CC(CC(C(=O)C(C(C(=CC(C(=O)CC(OC(=O)C3CCCCN3C(=O)C(=O)C1(O2)O)C(C)CC4CCC(C(C4)OC)O)C)C)O)OC)C)C)C)OC. Drug 2: CC=C1C(=O)NC(C(=O)OC2CC(=O)NC(C(=O)NC(CSSCCC=C2)C(=O)N1)C(C)C)C(C)C. Cell line: HCT-15. Synergy scores: CSS=4.14, Synergy_ZIP=-0.925, Synergy_Bliss=-1.15, Synergy_Loewe=-1.40, Synergy_HSA=-1.88. (3) Drug 1: C1=NC2=C(N1)C(=S)N=CN2. Drug 2: COCCOC1=C(C=C2C(=C1)C(=NC=N2)NC3=CC=CC(=C3)C#C)OCCOC.Cl. Cell line: SNB-19. Synergy scores: CSS=15.2, Synergy_ZIP=-3.19, Synergy_Bliss=2.63, Synergy_Loewe=-7.10, Synergy_HSA=-1.91. (4) Drug 1: C1=NC2=C(N1)C(=S)N=CN2. Drug 2: CS(=O)(=O)OCCCCOS(=O)(=O)C. Cell line: HT29. Synergy scores: CSS=39.9, Synergy_ZIP=3.32, Synergy_Bliss=5.35, Synergy_Loewe=-40.1, Synergy_HSA=4.81. (5) Drug 1: CC1C(C(CC(O1)OC2CC(CC3=C2C(=C4C(=C3O)C(=O)C5=C(C4=O)C(=CC=C5)OC)O)(C(=O)CO)O)N)O.Cl. Drug 2: C1C(C(OC1N2C=NC3=C2NC=NCC3O)CO)O. Cell line: IGROV1. Synergy scores: CSS=2.31, Synergy_ZIP=-0.466, Synergy_Bliss=0.0599, Synergy_Loewe=2.27, Synergy_HSA=0.294. (6) Drug 1: CC1CCC2CC(C(=CC=CC=CC(CC(C(=O)C(C(C(=CC(C(=O)CC(OC(=O)C3CCCCN3C(=O)C(=O)C1(O2)O)C(C)CC4CCC(C(C4)OC)O)C)C)O)OC)C)C)C)OC. Drug 2: C1=CC=C(C=C1)NC(=O)CCCCCCC(=O)NO. Cell line: SF-295. Synergy scores: CSS=24.5, Synergy_ZIP=-3.06, Synergy_Bliss=6.00, Synergy_Loewe=-2.09, Synergy_HSA=3.58. (7) Drug 1: C1=CC(=CC=C1CCC2=CNC3=C2C(=O)NC(=N3)N)C(=O)NC(CCC(=O)O)C(=O)O. Drug 2: N.N.Cl[Pt+2]Cl. Cell line: NCI-H322M. Synergy scores: CSS=6.39, Synergy_ZIP=-2.50, Synergy_Bliss=1.16, Synergy_Loewe=-9.01, Synergy_HSA=0.316. (8) Drug 1: CC12CCC3C(C1CCC2O)C(CC4=C3C=CC(=C4)O)CCCCCCCCCS(=O)CCCC(C(F)(F)F)(F)F. Drug 2: C1CN(CCN1C(=O)CCBr)C(=O)CCBr. Cell line: HCT-15. Synergy scores: CSS=6.27, Synergy_ZIP=-7.96, Synergy_Bliss=-11.9, Synergy_Loewe=-11.6, Synergy_HSA=-10.7.